Dataset: Forward reaction prediction with 1.9M reactions from USPTO patents (1976-2016). Task: Predict the product of the given reaction. Given the reactants [CH2:1]([N:8]1[CH:12]=[C:11](B2OC(C)(C)C(C)(C)O2)[CH:10]=[N:9]1)[C:2]1[CH:7]=[CH:6][CH:5]=[CH:4][CH:3]=1.Br[C:23]1[CH2:28][CH2:27][CH2:26][C:25](=[O:29])[CH:24]=1.C([O-])([O-])=O.[Na+].[Na+], predict the reaction product. The product is: [CH2:1]([N:8]1[CH:12]=[C:11]([C:23]2[CH2:28][CH2:27][CH2:26][C:25](=[O:29])[CH:24]=2)[CH:10]=[N:9]1)[C:2]1[CH:3]=[CH:4][CH:5]=[CH:6][CH:7]=1.